This data is from Human liver microsome stability data. The task is: Regression/Classification. Given a drug SMILES string, predict its absorption, distribution, metabolism, or excretion properties. Task type varies by dataset: regression for continuous measurements (e.g., permeability, clearance, half-life) or binary classification for categorical outcomes (e.g., BBB penetration, CYP inhibition). Dataset: hlm. The molecule is C[C@H](O)[C@@H](CCc1cccc(-c2nccs2)c1)n1cnc2c(N)ncnc21. The result is 0 (unstable in human liver microsomes).